This data is from Catalyst prediction with 721,799 reactions and 888 catalyst types from USPTO. The task is: Predict which catalyst facilitates the given reaction. (1) The catalyst class is: 1. Reactant: C(NC(C)C)(C)C.C([Li])CCC.[Cl:13][C:14]1[CH:28]=[CH:27][C:17]([CH2:18][O:19][Si:20]([C:23]([CH3:26])([CH3:25])[CH3:24])([CH3:22])[CH3:21])=[C:16]([F:29])[CH:15]=1.[I:30]I. Product: [Cl:13][C:14]1[CH:28]=[CH:27][C:17]([CH2:18][O:19][Si:20]([C:23]([CH3:24])([CH3:25])[CH3:26])([CH3:22])[CH3:21])=[C:16]([F:29])[C:15]=1[I:30]. (2) Reactant: CO[CH:3]=[C:4]1[C:13]2[C:8](=[CH:9][CH:10]=[C:11]([O:14][CH2:15][CH2:16][N:17]3[CH2:22][CH2:21][O:20][CH2:19][CH2:18]3)[CH:12]=2)[C:7](=[O:23])[NH:6][C:5]1=[O:24].[CH3:25][N:26]1[CH2:31][CH2:30][N:29]([C:32]2[CH:37]=[CH:36][C:35]([NH2:38])=[CH:34][CH:33]=2)[CH2:28][CH2:27]1. Product: [CH3:25][N:26]1[CH2:27][CH2:28][N:29]([C:32]2[CH:37]=[CH:36][C:35]([NH:38][CH:3]=[C:4]3[C:13]4[C:8](=[CH:9][CH:10]=[C:11]([O:14][CH2:15][CH2:16][N:17]5[CH2:18][CH2:19][O:20][CH2:21][CH2:22]5)[CH:12]=4)[C:7](=[O:23])[NH:6][C:5]3=[O:24])=[CH:34][CH:33]=2)[CH2:30][CH2:31]1. The catalyst class is: 9. (3) Reactant: [CH2:1]([O:8][C:9]1[CH:17]=[CH:16][C:12]([C:13]([OH:15])=[O:14])=[CH:11][CH:10]=1)[C:2]1[CH:7]=[CH:6][CH:5]=[CH:4][CH:3]=1.[CH2:18]([C:23]1[CH:28]=[CH:27][C:26](O)=[CH:25][CH:24]=1)[CH2:19][CH2:20][CH2:21][CH3:22].C1(N=C=NC2CCCCC2)CCCCC1. Product: [CH2:18]([C:23]1[CH:24]=[CH:25][C:26]([O:14][C:13](=[O:15])[C:12]2[CH:11]=[CH:10][C:9]([O:8][CH2:1][C:2]3[CH:3]=[CH:4][CH:5]=[CH:6][CH:7]=3)=[CH:17][CH:16]=2)=[CH:27][CH:28]=1)[CH2:19][CH2:20][CH2:21][CH3:22]. The catalyst class is: 143.